From a dataset of Catalyst prediction with 721,799 reactions and 888 catalyst types from USPTO. Predict which catalyst facilitates the given reaction. (1) Reactant: Cl.[NH2:2][C@H:3]1[CH2:7][CH2:6][N:5]([CH2:8][C:9]2[CH:18]=[C:17]3[C:12]([C:13]([NH2:19])=[N:14][CH:15]=[N:16]3)=[CH:11][CH:10]=2)[C:4]1=[O:20].CO. Product: [NH2:2][C@H:3]1[CH2:7][CH2:6][N:5]([CH2:8][C:9]2[CH:18]=[C:17]3[C:12]([C:13]([NH2:19])=[N:14][CH:15]=[N:16]3)=[CH:11][CH:10]=2)[C:4]1=[O:20]. The catalyst class is: 4. (2) Reactant: [Cl:1][C:2]1[CH:3]=[CH:4][C:5]2[N:6]([CH:8]=[C:9]([C:11]3[CH:12]=[CH:13][C:14]([C:18]([F:21])([F:20])[F:19])=[C:15]([CH:17]=3)[NH2:16])[N:10]=2)[CH:7]=1.C(#N)C.[CH3:25][C:26]([CH3:31])([CH3:30])[C:27](Cl)=[O:28]. Product: [Cl:1][C:2]1[CH:3]=[CH:4][C:5]2[N:6]([CH:8]=[C:9]([C:11]3[CH:12]=[CH:13][C:14]([C:18]([F:21])([F:20])[F:19])=[C:15]([NH:16][C:27](=[O:28])[C:26]([CH3:31])([CH3:30])[CH3:25])[CH:17]=3)[N:10]=2)[CH:7]=1. The catalyst class is: 17.